Dataset: Catalyst prediction with 721,799 reactions and 888 catalyst types from USPTO. Task: Predict which catalyst facilitates the given reaction. (1) Reactant: [F:1][C:2]1[CH:3]=[CH:4][C:5]([N+:9]([O-:11])=[O:10])=[C:6]([CH:8]=1)[NH2:7].C1C(=O)N([Br:19])C(=O)C1. Product: [Br:19][C:3]1[C:2]([F:1])=[CH:8][C:6]([NH2:7])=[C:5]([N+:9]([O-:11])=[O:10])[CH:4]=1. The catalyst class is: 52. (2) Reactant: [C:1]([C:4]1[CH:9]=[CH:8][C:7]([NH:10][C:11]([C@@H:13]2[NH:27][C@@H:26]([CH2:28][C:29]([CH3:32])([CH3:31])[CH3:30])[C@:15]3([C:19]4[CH:20]=[N:21][C:22]([Cl:24])=[CH:23][C:18]=4[NH:17][C:16]3=[O:25])[C@H:14]2[C:33]2[CH:38]=[CH:37][CH:36]=[C:35]([Cl:39])[C:34]=2[F:40])=[O:12])=[C:6]([O:41][CH3:42])[CH:5]=1)(=[O:3])[NH2:2].[C:43]([OH:46])(=O)[CH3:44].[O:47]1[CH2:52][CH2:51][CH:50]([CH2:53][CH2:54][CH:55]=[O:56])[CH2:49][CH2:48]1.[OH-].[Na+]. Product: [Cl:24][C:22]1[N:21]=[CH:20][C:19]2[C@:15]3([C@H:26]([CH2:28][C:29]([CH3:32])([CH3:31])[CH3:30])[N:27]4[C@H:8]([CH2:9][CH2:4][CH:5]5[CH2:44][CH2:43][O:46][CH2:7][CH2:6]5)[N:10]([C:7]5[CH:8]=[CH:9][C:4]([C:1]([NH2:2])=[O:3])=[CH:5][C:6]=5[O:41][CH3:42])[C:11](=[O:12])[C@H:13]4[C@@H:14]3[C:33]3[CH:38]=[CH:37][CH:36]=[C:35]([Cl:39])[C:34]=3[F:40])[C:16](=[O:25])[N:17]([CH:55]([OH:56])[CH2:54][CH2:53][CH:50]3[CH2:51][CH2:52][O:47][CH2:48][CH2:49]3)[C:18]=2[CH:23]=1. The catalyst class is: 46. (3) Reactant: [CH3:1][O:2][C:3]1[CH:4]=[C:5]([CH:8]=[CH:9][C:10]=1[C:11]1[CH:16]=[CH:15][CH:14]=[CH:13][N:12]=1)[CH:6]=[O:7].[CH2:17]([Mg]Br)[CH3:18]. Product: [CH3:1][O:2][C:3]1[CH:4]=[C:5]([CH:6]([OH:7])[CH2:17][CH3:18])[CH:8]=[CH:9][C:10]=1[C:11]1[CH:16]=[CH:15][CH:14]=[CH:13][N:12]=1. The catalyst class is: 1. (4) Reactant: Cl[C:2]1[N:3]=[N:4][C:5]([Cl:15])=[CH:6][C:7]=1[C:8]([O:10][C:11]([CH3:14])([CH3:13])[CH3:12])=[O:9].[NH2:16][NH2:17]. Product: [Cl:15][C:5]1[N:4]=[N:3][C:2]([NH:16][NH2:17])=[C:7]([C:8]([O:10][C:11]([CH3:14])([CH3:13])[CH3:12])=[O:9])[CH:6]=1. The catalyst class is: 14. (5) Reactant: Cl[C:2]1[N:7]=[CH:6][C:5]([O:8][C:9]2[CH:10]=[CH:11][C:12]3[N:16]=[C:15]([CH2:17][O:18][C:19]4[CH:20]=[C:21]([CH:25]=[CH:26][CH:27]=4)[C:22]([OH:24])=[O:23])[N:14]([CH3:28])[C:13]=3[CH:29]=2)=[CH:4][CH:3]=1.[H-].[Na+].[CH3:32][OH:33]. Product: [CH3:32][O:33][C:2]1[N:7]=[CH:6][C:5]([O:8][C:9]2[CH:10]=[CH:11][C:12]3[N:16]=[C:15]([CH2:17][O:18][C:19]4[CH:20]=[C:21]([CH:25]=[CH:26][CH:27]=4)[C:22]([OH:24])=[O:23])[N:14]([CH3:28])[C:13]=3[CH:29]=2)=[CH:4][CH:3]=1. The catalyst class is: 40. (6) Reactant: [CH:1]1([NH:6][C:7](=[O:23])[NH:8][C@H:9]([C:17]2[CH:22]=[CH:21][CH:20]=[CH:19][CH:18]=2)[C:10]([O:12]C(C)(C)C)=[O:11])[CH2:5][CH2:4][CH2:3][CH2:2]1.C(O)(C(F)(F)F)=O. Product: [CH:1]1([NH:6][C:7](=[O:23])[NH:8][C@H:9]([C:17]2[CH:18]=[CH:19][CH:20]=[CH:21][CH:22]=2)[C:10]([OH:12])=[O:11])[CH2:5][CH2:4][CH2:3][CH2:2]1. The catalyst class is: 2. (7) Reactant: [F:1][CH:2]([F:38])[C:3]1[CH:7]=[C:6]([CH:8]([F:10])[F:9])[N:5]([CH2:11][C:12]([N:14]2[CH2:19][CH2:18][CH:17]([C:20]3[S:21][CH:22]=[C:23]([C:25]4[CH2:29][CH:28]([C:30]5[CH:37]=[CH:36][CH:35]=[CH:34][C:31]=5[CH:32]=[O:33])[O:27][N:26]=4)[N:24]=3)[CH2:16][CH2:15]2)=[O:13])[N:4]=1.[BH4-].[Na+].Cl.C(OCC)(=O)C. Product: [F:38][CH:2]([F:1])[C:3]1[CH:7]=[C:6]([CH:8]([F:10])[F:9])[N:5]([CH2:11][C:12]([N:14]2[CH2:15][CH2:16][CH:17]([C:20]3[S:21][CH:22]=[C:23]([C:25]4[CH2:29][CH:28]([C:30]5[CH:37]=[CH:36][CH:35]=[CH:34][C:31]=5[CH2:32][OH:33])[O:27][N:26]=4)[N:24]=3)[CH2:18][CH2:19]2)=[O:13])[N:4]=1. The catalyst class is: 5. (8) Reactant: N([O-])=O.[Na+].C([SiH2][O:10][C:11](C)(C)[C:12]1[N:13]=[CH:14][N:15]([C:17]2[CH:22]=[CH:21][C:20]([NH2:23])=[CH:19][C:18]=2[F:24])[CH:16]=1)(C)(C)C.[N-:27]=[N+:28]=[N-].[Na+].CC([O-])=O.[Na+]. Product: [N:23]([C:20]1[CH:21]=[CH:22][C:17]([N:15]2[CH:16]=[C:12]([CH2:11][OH:10])[N:13]=[CH:14]2)=[C:18]([F:24])[CH:19]=1)=[N+:27]=[N-:28]. The catalyst class is: 818. (9) Reactant: [C:1]([O:10]C)(=O)[C:2]1[C:3](=[CH:5][CH:6]=[CH:7][CH:8]=1)[SH:4].[C:12]([C:15]1[C:16](C#N)=[N:17][CH:18]=[CH:19][CH:20]=1)(=[O:14])[CH3:13].[CH2:23]([N:25](CC)CC)C. Product: [C:12]([C:15]1[CH:20]=[CH:19][C:18]([C:23]2[S:4][C:3]3[CH:5]=[CH:6][CH:7]=[CH:8][C:2]=3[C:1](=[O:10])[N:25]=2)=[N:17][CH:16]=1)(=[O:14])[CH3:13]. The catalyst class is: 11. (10) Reactant: [F:1][C:2]([F:13])([F:12])[C:3]1[N:8]=[C:7]([C:9](=[S:11])[NH2:10])[CH:6]=[CH:5][CH:4]=1.Br[CH2:15][C:16](=O)[C:17]([O:19][CH2:20][CH3:21])=[O:18]. Product: [CH2:20]([O:19][C:17]([C:16]1[N:10]=[C:9]([C:7]2[CH:6]=[CH:5][CH:4]=[C:3]([C:2]([F:1])([F:12])[F:13])[N:8]=2)[S:11][CH:15]=1)=[O:18])[CH3:21]. The catalyst class is: 14.